This data is from Forward reaction prediction with 1.9M reactions from USPTO patents (1976-2016). The task is: Predict the product of the given reaction. (1) Given the reactants Br[C:2]1[CH:3]=[C:4]([NH:9][CH2:10][CH2:11][N:12]([CH3:14])[CH3:13])[CH:5]=[C:6]([F:8])[CH:7]=1.B1(B2OC(C)(C)C(C)(C)O2)OC(C)(C)C(C)(C)O1.CC([O-])=O.[K+].[O-]P([O-])([O-])=O.[K+].[K+].[K+].Br[C:47]1[CH:48]=[N:49][CH:50]=[C:51]([N+:54]([O-:56])=[O:55])[C:52]=1[NH2:53], predict the reaction product. The product is: [NH2:53][C:52]1[C:51]([N+:54]([O-:56])=[O:55])=[CH:50][N:49]=[CH:48][C:47]=1[C:2]1[CH:3]=[C:4]([NH:9][CH2:10][CH2:11][N:12]([CH3:14])[CH3:13])[CH:5]=[C:6]([F:8])[CH:7]=1. (2) Given the reactants [CH2:1]([O:3][C:4]([C:6]1([C:9]2[CH:14]=[CH:13][C:12]([C:15]3[CH:20]=[CH:19][C:18]([C:21]4[S:22][C:23]([F:29])=CC=4C(O)=O)=[CH:17][CH:16]=3)=[CH:11][CH:10]=2)[CH2:8][CH2:7]1)=[O:5])[CH3:2].C([N:32]([CH2:35][CH3:36])[CH2:33]C)C.C1(P(N=[N+]=[N-])(C2C=CC=CC=2)=[O:44])C=CC=CC=1.[F:54][C:55]1[CH:60]=[C:59]([F:61])[C:58]([F:62])=[CH:57][C:56]=1[CH:63]([OH:65])[CH3:64].[Cl-].[NH4+], predict the reaction product. The product is: [CH2:1]([O:3][C:4]([C:6]1([C:9]2[CH:14]=[CH:13][C:12]([C:15]3[CH:16]=[CH:17][C:18]([C:21]4[S:22][C:23]([F:29])=[CH:36][C:35]=4[NH:32][C:33]([O:65][CH:63]([C:56]4[CH:57]=[C:58]([F:62])[C:59]([F:61])=[CH:60][C:55]=4[F:54])[CH3:64])=[O:44])=[CH:19][CH:20]=3)=[CH:11][CH:10]=2)[CH2:7][CH2:8]1)=[O:5])[CH3:2].